This data is from Forward reaction prediction with 1.9M reactions from USPTO patents (1976-2016). The task is: Predict the product of the given reaction. Given the reactants [OH:1][C:2]1([C:29]2[S:33][C:32](S(C)(=O)=O)=[N:31][CH:30]=2)[CH2:7][CH2:6][CH:5]([N:8]2[CH2:11][CH:10]([NH:12][C:13]([CH2:15][NH:16][C:17](=[O:28])[C:18]3[CH:23]=[CH:22][CH:21]=[C:20]([C:24]([F:27])([F:26])[F:25])[CH:19]=3)=[O:14])[CH2:9]2)[CH2:4][CH2:3]1.[CH:38]([O:41][Na])([CH3:40])[CH3:39], predict the reaction product. The product is: [OH:1][C:2]1([C:29]2[S:33][C:32]([O:41][CH:38]([CH3:40])[CH3:39])=[N:31][CH:30]=2)[CH2:7][CH2:6][CH:5]([N:8]2[CH2:11][CH:10]([NH:12][C:13]([CH2:15][NH:16][C:17](=[O:28])[C:18]3[CH:23]=[CH:22][CH:21]=[C:20]([C:24]([F:26])([F:25])[F:27])[CH:19]=3)=[O:14])[CH2:9]2)[CH2:4][CH2:3]1.